This data is from NCI-60 drug combinations with 297,098 pairs across 59 cell lines. The task is: Regression. Given two drug SMILES strings and cell line genomic features, predict the synergy score measuring deviation from expected non-interaction effect. (1) Drug 1: C1=C(C(=O)NC(=O)N1)N(CCCl)CCCl. Drug 2: CNC(=O)C1=NC=CC(=C1)OC2=CC=C(C=C2)NC(=O)NC3=CC(=C(C=C3)Cl)C(F)(F)F. Cell line: NCI/ADR-RES. Synergy scores: CSS=35.6, Synergy_ZIP=0.629, Synergy_Bliss=5.05, Synergy_Loewe=-0.937, Synergy_HSA=6.05. (2) Drug 1: C1=C(C(=O)NC(=O)N1)F. Drug 2: CCC1(C2=C(COC1=O)C(=O)N3CC4=CC5=C(C=CC(=C5CN(C)C)O)N=C4C3=C2)O.Cl. Cell line: EKVX. Synergy scores: CSS=33.4, Synergy_ZIP=6.95, Synergy_Bliss=3.60, Synergy_Loewe=5.03, Synergy_HSA=4.64.